Dataset: Forward reaction prediction with 1.9M reactions from USPTO patents (1976-2016). Task: Predict the product of the given reaction. (1) Given the reactants S(Cl)([Cl:4])(=O)=O.[CH:6]1([C:9](=[O:16])[CH2:10][C:11]([O:13][CH2:14][CH3:15])=[O:12])[CH2:8][CH2:7]1, predict the reaction product. The product is: [Cl:4][CH:10]([C:9]([CH:6]1[CH2:8][CH2:7]1)=[O:16])[C:11]([O:13][CH2:14][CH3:15])=[O:12]. (2) Given the reactants [CH3:1][O:2][C:3]1[CH:4]=[C:5]([NH2:14])[C:6](=[C:10]([O:12][CH3:13])[CH:11]=1)[C:7]([OH:9])=[O:8].Cl[C:16](Cl)([O:18]C(=O)OC(Cl)(Cl)Cl)Cl.O, predict the reaction product. The product is: [CH3:13][O:12][C:10]1[C:6]2[C:7](=[O:9])[O:8][C:16](=[O:18])[NH:14][C:5]=2[CH:4]=[C:3]([O:2][CH3:1])[CH:11]=1. (3) The product is: [CH:1]([C:4]1[CH:9]=[CH:8][C:7]([S:10]([NH:13][C:14]2[CH:19]=[CH:18][C:17]([CH:20]3[CH2:21][N:22]([CH2:24][CH2:25][CH3:26])[CH2:23]3)=[CH:16][CH:15]=2)(=[O:11])=[O:12])=[CH:6][CH:5]=1)([CH3:3])[CH3:2]. Given the reactants [CH:1]([C:4]1[CH:9]=[CH:8][C:7]([S:10]([NH:13][C:14]2[CH:19]=[CH:18][C:17]([CH:20]3[CH2:23][N:22]([C:24](=O)[CH2:25][CH3:26])[CH2:21]3)=[CH:16][CH:15]=2)(=[O:12])=[O:11])=[CH:6][CH:5]=1)([CH3:3])[CH3:2].B.C1COCC1, predict the reaction product. (4) Given the reactants [Br:1][C:2]1[CH:3]=[C:4]([CH:7]=[CH:8][C:9]=1[O:10][CH3:11])[C:5]#[N:6].C1COCC1.B.Cl, predict the reaction product. The product is: [Br:1][C:2]1[CH:3]=[C:4]([CH2:5][NH2:6])[CH:7]=[CH:8][C:9]=1[O:10][CH3:11]. (5) Given the reactants [CH3:1][N:2]1[C:6]2=[CH:7][CH:8]=[C:9]3[C:14]([N:13]=[C:12]([C:15]4[CH:21]=[CH:20][C:18]([NH2:19])=[CH:17][CH:16]=4)[N:11]=[C:10]3[N:22]3[CH2:27][CH2:26][O:25][CH2:24][CH2:23]3)=[C:5]2[CH:4]=[CH:3]1.ClC(Cl)(O[C:32](=[O:38])OC(Cl)(Cl)Cl)Cl.[NH2:40][C:41]1[CH:42]=[C:43]([C:47](=[O:49])[CH3:48])[CH:44]=[CH:45][CH:46]=1, predict the reaction product. The product is: [C:47]([C:43]1[CH:42]=[C:41]([NH:40][C:32]([NH:19][C:18]2[CH:17]=[CH:16][C:15]([C:12]3[N:11]=[C:10]([N:22]4[CH2:27][CH2:26][O:25][CH2:24][CH2:23]4)[C:9]4[C:14](=[C:5]5[CH:4]=[CH:3][N:2]([CH3:1])[C:6]5=[CH:7][CH:8]=4)[N:13]=3)=[CH:21][CH:20]=2)=[O:38])[CH:46]=[CH:45][CH:44]=1)(=[O:49])[CH3:48]. (6) The product is: [CH3:8][C:9]1([CH3:19])[C:14](=[O:15])[O:13][CH2:12][C:11]([CH3:18])([CH2:16][O:17][C:1](=[O:6])[C:2]([CH3:5])([CH3:4])[CH3:3])[NH:10]1. Given the reactants [C:1](Cl)(=[O:6])[C:2]([CH3:5])([CH3:4])[CH3:3].[CH3:8][C:9]1([CH3:19])[C:14](=[O:15])[O:13][CH2:12][C:11]([CH3:18])([CH2:16][OH:17])[NH:10]1, predict the reaction product. (7) Given the reactants [Br:1][C:2]1[CH:11]=[C:10]2[C:5]([CH:6]=[CH:7][N:8]=[C:9]2Cl)=[CH:4][CH:3]=1, predict the reaction product. The product is: [Br:1][C:2]1[CH:11]=[C:10]2[C:5]([CH:6]=[CH:7][N:8]([NH:8][CH2:7][CH2:6][CH3:5])[CH2:9]2)=[CH:4][CH:3]=1. (8) Given the reactants [CH2:1]([N:3]([CH2:15][CH3:16])[S:4]([C:7]1[CH:8]=[N:9][C:10]([NH:13][NH2:14])=[CH:11][CH:12]=1)(=[O:6])=[O:5])[CH3:2].C1N=CN([C:22](N2C=NC=C2)=[O:23])C=1, predict the reaction product. The product is: [CH2:15]([N:3]([CH2:1][CH3:2])[S:4]([C:7]1[CH:12]=[CH:11][C:10]2[N:9]([C:22](=[O:23])[NH:14][N:13]=2)[CH:8]=1)(=[O:6])=[O:5])[CH3:16]. (9) Given the reactants C[O:2][C:3]1[CH:22]=[CH:21][C:6]([CH:7]=[C:8]2[CH2:13][CH2:12][CH2:11][N:10]([C:14]([O:16][C:17]([CH3:20])([CH3:19])[CH3:18])=[O:15])[CH2:9]2)=[CH:5][C:4]=1[N+:23]([O-:25])=[O:24].B(Br)(Br)Br.O(C(OC(C)(C)C)=O)C(OC(C)(C)C)=O.C(N(CC)CC)C, predict the reaction product. The product is: [OH:2][C:3]1[CH:22]=[CH:21][C:6]([CH:7]=[C:8]2[CH2:13][CH2:12][CH2:11][N:10]([C:14]([O:16][C:17]([CH3:20])([CH3:18])[CH3:19])=[O:15])[CH2:9]2)=[CH:5][C:4]=1[N+:23]([O-:25])=[O:24]. (10) Given the reactants [CH2:1]([NH:8][CH2:9][C:10]1[CH:15]=[CH:14][CH:13]=[CH:12][CH:11]=1)[C:2]1[CH:7]=[CH:6][CH:5]=[CH:4][CH:3]=1.C([Li])CCC.[CH3:21][O:22][C:23](=[O:36])[CH:24]=[CH:25][C:26]1[CH:31]=[CH:30][C:29]([O:32][CH3:33])=[C:28]([O:34][CH3:35])[CH:27]=1, predict the reaction product. The product is: [CH3:21][O:22][C:23](=[O:36])[CH2:24][CH:25]([N:8]([CH2:1][C:2]1[CH:7]=[CH:6][CH:5]=[CH:4][CH:3]=1)[CH2:9][C:10]1[CH:15]=[CH:14][CH:13]=[CH:12][CH:11]=1)[C:26]1[CH:31]=[CH:30][C:29]([O:32][CH3:33])=[C:28]([O:34][CH3:35])[CH:27]=1.